Predict which catalyst facilitates the given reaction. From a dataset of Catalyst prediction with 721,799 reactions and 888 catalyst types from USPTO. (1) Reactant: Cl.[NH2:2][CH:3]([C:20]1[CH:25]=[CH:24][C:23]([O:26][CH3:27])=[CH:22][CH:21]=1)[C:4]([C:6]1[CH:11]=[CH:10][C:9]([O:12][CH2:13][C:14]2[CH:19]=[CH:18][CH:17]=[CH:16][CH:15]=2)=[CH:8][CH:7]=1)=[O:5].C(N(CC)CC)C.[F:35][C:36]([F:47])([F:46])[C:37](O[C:37](=[O:38])[C:36]([F:47])([F:46])[F:35])=[O:38]. Product: [CH2:13]([O:12][C:9]1[CH:8]=[CH:7][C:6]([C:4](=[O:5])[CH:3]([NH:2][C:37](=[O:38])[C:36]([F:47])([F:46])[F:35])[C:20]2[CH:21]=[CH:22][C:23]([O:26][CH3:27])=[CH:24][CH:25]=2)=[CH:11][CH:10]=1)[C:14]1[CH:19]=[CH:18][CH:17]=[CH:16][CH:15]=1. The catalyst class is: 4. (2) Reactant: [Br:1][C:2]1[N:7]=[CH:6][C:5]([NH2:8])=[CH:4][CH:3]=1.C(O)(=O)C.[F:13][C:14]1[CH:21]=[CH:20][CH:19]=[C:18]([F:22])[C:15]=1[CH:16]=O.C([BH3-])#N.[Na+]. Product: [Br:1][C:2]1[N:7]=[CH:6][C:5]([NH:8][CH2:16][C:15]2[C:14]([F:13])=[CH:21][CH:20]=[CH:19][C:18]=2[F:22])=[CH:4][CH:3]=1. The catalyst class is: 5. (3) Reactant: F.C([Si](C)(C)[O:7][CH2:8][CH2:9][CH2:10][CH2:11][O:12][C:13]1[C:18]([N+:19]([O-:21])=[O:20])=[C:17]([N:22]2[CH2:27][CH2:26][CH:25]([C:28]3[CH:33]=[CH:32][C:31]([F:34])=[CH:30][CH:29]=3)[CH2:24][CH2:23]2)[N:16]=[C:15]([CH3:35])[N:14]=1)(C)(C)C. Product: [F:34][C:31]1[CH:32]=[CH:33][C:28]([CH:25]2[CH2:26][CH2:27][N:22]([C:17]3[N:16]=[C:15]([CH3:35])[N:14]=[C:13]([O:12][CH2:11][CH2:10][CH2:9][CH2:8][OH:7])[C:18]=3[N+:19]([O-:21])=[O:20])[CH2:23][CH2:24]2)=[CH:29][CH:30]=1. The catalyst class is: 245. (4) Reactant: Cl.Cl.[NH2:3][CH2:4][CH2:5][CH2:6][CH2:7][C:8]1[CH:21]=[CH:20][C:11]([O:12][CH2:13][CH2:14][NH:15][CH2:16][C:17]([NH2:19])=[O:18])=[CH:10][CH:9]=1.CCN(C(C)C)C(C)C.I.[NH2:32][C:33]1[C:34]([C:41]([NH:43][C:44](=[NH:47])SC)=[O:42])=[N:35][C:36]([Cl:40])=[C:37]([NH2:39])[N:38]=1. Product: [NH2:32][C:33]1[C:34]([C:41]([N:43]=[C:44]([NH2:47])[NH:3][CH2:4][CH2:5][CH2:6][CH2:7][C:8]2[CH:21]=[CH:20][C:11]([O:12][CH2:13][CH2:14][NH:15][CH2:16][C:17]([NH2:19])=[O:18])=[CH:10][CH:9]=2)=[O:42])=[N:35][C:36]([Cl:40])=[C:37]([NH2:39])[N:38]=1. The catalyst class is: 8.